From a dataset of Catalyst prediction with 721,799 reactions and 888 catalyst types from USPTO. Predict which catalyst facilitates the given reaction. (1) Reactant: [Cl-].[Al+3].[Cl-].[Cl-].[CH2:5]([C:7]1[CH:12]=[CH:11][C:10]([O:13]C)=[CH:9][CH:8]=1)[CH3:6].[CH:15]1([C:20](Cl)=[O:21])[CH2:19][CH2:18][CH2:17][CH2:16]1. Product: [CH:15]1([C:20]([C:9]2[CH:8]=[C:7]([CH2:5][CH3:6])[CH:12]=[CH:11][C:10]=2[OH:13])=[O:21])[CH2:19][CH2:18][CH2:17][CH2:16]1. The catalyst class is: 2. (2) Reactant: C(O)(C(F)(F)F)=O.[F:8][C:9]1[CH:10]=[CH:11][C:12]([O:15][CH2:16][CH2:17][C@@H:18]2[CH2:24][C@H:23]3[C@H:21]([CH2:22]3)[CH2:20][N:19]2C(OC(C)(C)C)=O)=[N:13][CH:14]=1. Product: [F:8][C:9]1[CH:10]=[CH:11][C:12]([O:15][CH2:16][CH2:17][C@@H:18]2[CH2:24][C@H:23]3[C@H:21]([CH2:22]3)[CH2:20][NH:19]2)=[N:13][CH:14]=1. The catalyst class is: 2. (3) Reactant: C(OC(=O)[NH:7][C@H:8]([C:15](=[O:34])[N:16]([C:26]1[CH:31]=[CH:30][C:29]([CH3:32])=[C:28]([CH3:33])[CH:27]=1)[CH2:17][CH2:18][C:19]1[CH:24]=[CH:23][C:22]([CH3:25])=[CH:21][N:20]=1)[C:9]1[CH:14]=[CH:13][CH:12]=[CH:11][CH:10]=1)(C)(C)C.[ClH:36]. Product: [ClH:36].[ClH:36].[NH2:7][C@@H:8]([C:9]1[CH:14]=[CH:13][CH:12]=[CH:11][CH:10]=1)[C:15]([N:16]([C:26]1[CH:31]=[CH:30][C:29]([CH3:32])=[C:28]([CH3:33])[CH:27]=1)[CH2:17][CH2:18][C:19]1[CH:24]=[CH:23][C:22]([CH3:25])=[CH:21][N:20]=1)=[O:34]. The catalyst class is: 12. (4) Reactant: [OH:1][C:2]1[CH:3]=[C:4]([NH:9][C:10]2[O:11][CH:12]=[C:13]([C:15]([O:17][CH2:18][CH3:19])=[O:16])[N:14]=2)[CH:5]=[CH:6][C:7]=1[CH3:8].C([O-])([O-])=O.[K+].[K+].Br[CH2:27][CH:28]=[C:29]([CH3:31])[CH3:30]. Product: [CH3:8][C:7]1[CH:6]=[CH:5][C:4]([NH:9][C:10]2[O:11][CH:12]=[C:13]([C:15]([O:17][CH2:18][CH3:19])=[O:16])[N:14]=2)=[CH:3][C:2]=1[O:1][CH2:27][CH:28]=[C:29]([CH3:31])[CH3:30]. The catalyst class is: 21. (5) Product: [ClH:29].[Cl:29][C:26]1[CH:27]=[CH:28][C:23]([CH2:22][CH:9]2[C:10]3[C:15](=[CH:14][CH:13]=[C:12]([O:18][CH:19]([F:21])[F:20])[CH:11]=3)[CH2:16][CH2:17][CH:8]2[NH2:7])=[CH:24][CH:25]=1. The catalyst class is: 4. Reactant: C(OC(=O)[NH:7][CH:8]1[CH2:17][CH2:16][C:15]2[C:10](=[CH:11][C:12]([O:18][CH:19]([F:21])[F:20])=[CH:13][CH:14]=2)[CH:9]1[CH2:22][C:23]1[CH:28]=[CH:27][C:26]([Cl:29])=[CH:25][CH:24]=1)(C)(C)C.Cl. (6) Reactant: [Br:1][C:2]1[CH:9]=[CH:8][C:5]([CH:6]=[O:7])=[CH:4][CH:3]=1.C1(C)C=CC(S([CH2:19][N+:20]#[C-:21])(=O)=O)=CC=1.C(=O)([O-])[O-].[K+].[K+]. Product: [Br:1][C:2]1[CH:9]=[CH:8][C:5]([C:6]2[O:7][CH:21]=[N:20][CH:19]=2)=[CH:4][CH:3]=1. The catalyst class is: 5.